Dataset: Reaction yield outcomes from USPTO patents with 853,638 reactions. Task: Predict the reaction yield, written as a fraction of the theoretical maximum amount of product (1.0 means a 100% yield; for example, 0.34 means a 34% yield). (1) The reactants are [N+:1]([C:4]1[CH:11]=[CH:10][CH:9]=[C:8]([O:12][CH2:13][C:14]2[CH:19]=[CH:18][CH:17]=[C:16](OC)[CH:15]=2)[C:5]=1[C:6]#[N:7])([O-])=O.CC(C)=O.[Cl-].[NH4+]. The catalyst is [Zn].O. The product is [NH2:1][C:4]1[CH:11]=[CH:10][CH:9]=[C:8]([O:12][CH2:13][C:14]2[CH:19]=[CH:18][CH:17]=[CH:16][CH:15]=2)[C:5]=1[C:6]#[N:7]. The yield is 0.780. (2) The reactants are I[C:2]1[CH:11]=[CH:10][C:5]([C:6]([O:8][CH3:9])=[O:7])=[CH:4][CH:3]=1.C([Mg]Cl)(C)C.[Cl-].[Li+].[CH:19]1([CH2:22][CH:23]=[O:24])[CH2:21][CH2:20]1. The catalyst is O1CCCC1. The product is [CH:19]1([CH2:22][CH:23]([C:2]2[CH:11]=[CH:10][C:5]([C:6]([O:8][CH3:9])=[O:7])=[CH:4][CH:3]=2)[OH:24])[CH2:21][CH2:20]1. The yield is 0.450. (3) The reactants are [OH:1][CH2:2][CH2:3][NH:4][C:5](=[O:11])[O:6][C:7]([CH3:10])([CH3:9])[CH3:8].C1(P(C2C=CC=CC=2)C2C=CC=CC=2)C=CC=CC=1.O[N:32]1[C:36](=[O:37])[C:35]2=[CH:38][CH:39]=[CH:40][CH:41]=[C:34]2[C:33]1=[O:42].N(C(OCC)=O)=NC(OCC)=O. The catalyst is O1CCCC1. The product is [O:42]=[C:33]1[C:34]2[C:35](=[CH:38][CH:39]=[CH:40][CH:41]=2)[C:36](=[O:37])[N:32]1[O:1][CH2:2][CH2:3][NH:4][C:5](=[O:11])[O:6][C:7]([CH3:8])([CH3:10])[CH3:9]. The yield is 0.852. (4) The reactants are [NH:1]1[CH2:5][CH2:4][C:3]2([CH2:10][CH:9]3[CH2:11][N:6]2[CH2:7][CH2:8]3)[CH2:2]1.C1(P(C2C=CC=CC=2)C2C=CC3C(=CC=CC=3)C=2C2C3C(=CC=CC=3)C=CC=2P(C2C=CC=CC=2)C2C=CC=CC=2)C=CC=CC=1.CC(C)([O-])C.[K+].Br[C:65]1[CH:66]=[C:67]([O:71][CH2:72][CH3:73])[CH:68]=[N:69][CH:70]=1. The catalyst is C1(C)C=CC=CC=1. The product is [CH2:72]([O:71][C:67]1[CH:66]=[C:65]([N:1]2[CH2:5][CH2:4][C:3]3([CH2:10][CH:9]4[CH2:11][N:6]3[CH2:7][CH2:8]4)[CH2:2]2)[CH:70]=[N:69][CH:68]=1)[CH3:73]. The yield is 0.270. (5) The reactants are [F:1][C:2]1[CH:3]=[C:4]([N:26]2[CH2:30][C@H:29]([CH2:31][NH:32][C:33](=[O:35])[CH3:34])[O:28][C:27]2=[O:36])[CH:5]=[C:6]([F:25])[C:7]=1[N:8]1[CH2:13][CH2:12][CH:11]([N:14]2[N:18]=[N:17][C:16]([N:19]3[CH2:24][CH2:23][NH:22][CH2:21][CH2:20]3)=[N:15]2)[CH2:10][CH2:9]1.[CH:37](O)=O.C=O.C([O-])([O-])=O.[Na+].[Na+]. The catalyst is O. The product is [CH3:37][N:22]1[CH2:21][CH2:20][N:19]([C:16]2[N:17]=[N:18][N:14]([CH:11]3[CH2:12][CH2:13][N:8]([C:7]4[C:6]([F:25])=[CH:5][C:4]([N:26]5[CH2:30][C@H:29]([CH2:31][NH:32][C:33](=[O:35])[CH3:34])[O:28][C:27]5=[O:36])=[CH:3][C:2]=4[F:1])[CH2:9][CH2:10]3)[N:15]=2)[CH2:24][CH2:23]1. The yield is 0.600.